This data is from Full USPTO retrosynthesis dataset with 1.9M reactions from patents (1976-2016). The task is: Predict the reactants needed to synthesize the given product. (1) Given the product [Br:1][C:2]1[CH:3]=[C:4]([CH2:8][N:9]2[C:14](=[O:15])[C:13]([C:16]([NH:53][CH2:27][C:36]([OH:38])=[O:37])=[O:17])=[C:12]([OH:21])[C:11]([CH:22]([CH3:24])[CH3:23])=[N:10]2)[CH:5]=[CH:6][CH:7]=1.[Br:1][C:2]1[CH:3]=[C:4]([CH2:8][N:9]2[C:14](=[O:15])[C:13]([C:16]([O:18][CH2:19][CH3:20])=[O:17])=[C:12]([OH:21])[C:11]([CH:22]([CH3:23])[CH3:24])=[N:10]2)[CH:5]=[CH:6][CH:7]=1, predict the reactants needed to synthesize it. The reactants are: [Br:1][C:2]1[CH:3]=[C:4]([CH2:8][N:9]2[C:14](=[O:15])[C:13]([C:16]([O:18][CH2:19][CH3:20])=[O:17])=[C:12]([OH:21])[C:11]([CH:22]([CH3:24])[CH3:23])=[N:10]2)[CH:5]=[CH:6][CH:7]=1.OC1C(C(C)C)=NNC(=O)[C:27]=1[C:36]([O:38]CC)=[O:37].[H-].[Na+].BrC1C=C(C=CC=1)CBr.C[N:53](C)C=O. (2) Given the product [Br:1][C:2]1[C:3]([NH:9][CH2:10][CH:11]2[CH2:13][CH2:12]2)=[N:4][C:5]([NH:14][C:15]2[CH:16]=[CH:17][C:18]([S:21]([NH2:24])(=[O:23])=[O:22])=[N:19][CH:20]=2)=[N:6][CH:7]=1, predict the reactants needed to synthesize it. The reactants are: [Br:1][C:2]1[C:3]([NH:9][CH2:10][CH:11]2[CH2:13][CH2:12]2)=[N:4][C:5](Cl)=[N:6][CH:7]=1.[NH2:14][C:15]1[CH:16]=[CH:17][C:18]([S:21]([NH2:24])(=[O:23])=[O:22])=[N:19][CH:20]=1.Cl.O.